From a dataset of Reaction yield outcomes from USPTO patents with 853,638 reactions. Predict the reaction yield, written as a fraction of the theoretical maximum amount of product (1.0 means a 100% yield; for example, 0.34 means a 34% yield). (1) The reactants are Cl.Br[C:3]1[S:11][C:10]2[C:9]([NH:12][C:13]3[CH:18]=[CH:17][C:16]([O:19][CH2:20][C:21]4[CH:26]=[CH:25][CH:24]=[C:23]([F:27])[CH:22]=4)=[C:15]([Cl:28])[CH:14]=3)=[N:8][CH:7]=[N:6][C:5]=2[CH:4]=1.C(N(CC)CC)C.[C:36]([C@@H:38]1[CH2:42][O:41][C:40]([CH3:44])([CH3:43])[N:39]1[C:45]([O:47][C:48]([CH3:51])([CH3:50])[CH3:49])=[O:46])#[CH:37]. The catalyst is Cl[Pd](Cl)([P](C1C=CC=CC=1)(C1C=CC=CC=1)C1C=CC=CC=1)[P](C1C=CC=CC=1)(C1C=CC=CC=1)C1C=CC=CC=1.C1COCC1. The product is [Cl:28][C:15]1[CH:14]=[C:13]([NH:12][C:9]2[C:10]3[S:11][C:3]([C:37]#[C:36][C@@H:38]4[CH2:42][O:41][C:40]([CH3:44])([CH3:43])[N:39]4[C:45]([O:47][C:48]([CH3:51])([CH3:50])[CH3:49])=[O:46])=[CH:4][C:5]=3[N:6]=[CH:7][N:8]=2)[CH:18]=[CH:17][C:16]=1[O:19][CH2:20][C:21]1[CH:26]=[CH:25][CH:24]=[C:23]([F:27])[CH:22]=1. The yield is 0.950. (2) The reactants are [C:1]1([CH2:7][CH2:8][CH2:9][C:10]([OH:12])=[O:11])[CH:6]=[CH:5][CH:4]=[CH:3][CH:2]=1.O[N:14]1[C:18](=[O:19])[CH2:17][CH2:16][C:15]1=[O:20].C1(N=C=NC2CCCCC2)CCCCC1. The catalyst is C(#N)C. The product is [O:20]=[C:15]1[CH2:16][CH2:17][C:18](=[O:19])[N:14]1[O:11][C:10](=[O:12])[CH2:9][CH2:8][CH2:7][C:1]1[CH:6]=[CH:5][CH:4]=[CH:3][CH:2]=1. The yield is 0.720. (3) The reactants are [CH3:1][O:2][C:3]1[CH:4]=[C:5]2[C:9](=[CH:10][CH:11]=1)[NH:8][CH:7]=[C:6]2[CH2:12][C:13]([OH:15])=O.C1N=CN(C(N2C=NC=C2)=O)C=1.[NH2:28][C:29]1[S:30][C:31]([N+:34]([O-:36])=[O:35])=[CH:32][N:33]=1. The catalyst is C1COCC1. The product is [CH3:1][O:2][C:3]1[CH:4]=[C:5]2[C:9](=[CH:10][CH:11]=1)[NH:8][CH:7]=[C:6]2[CH2:12][C:13]([NH:28][C:29]1[S:30][C:31]([N+:34]([O-:36])=[O:35])=[CH:32][N:33]=1)=[O:15]. The yield is 0.500. (4) The reactants are [N+:1]([C:4]1[CH:13]=[C:12]2[C:7]([CH2:8][CH2:9][N:10]([C:14]([O:16][C:17]([CH3:20])([CH3:19])[CH3:18])=[O:15])[CH2:11]2)=[CH:6][CH:5]=1)([O-])=O. The catalyst is CO.[OH-].[OH-].[Pd+2]. The product is [NH2:1][C:4]1[CH:13]=[C:12]2[C:7]([CH2:8][CH2:9][N:10]([C:14]([O:16][C:17]([CH3:20])([CH3:19])[CH3:18])=[O:15])[CH2:11]2)=[CH:6][CH:5]=1. The yield is 0.690. (5) The reactants are NC1C=C(C(C2C=CC(OC)=C(OC)C=2)=CC#N)C=CC=1OC.[CH3:24][O:25][C:26]1[CH:27]=[C:28](Br)[CH:29]=[C:30]([O:32][CH3:33])[CH:31]=1.[Mg].[CH3:36][O:37][C:38]1[CH:39]=[C:40]([CH:43]=[CH:44][C:45]=1[N+:46]([O-:48])=[O:47])[CH:41]=[O:42]. No catalyst specified. The product is [CH3:36][O:37][C:38]1[CH:39]=[C:40]([CH:41]([C:28]2[CH:27]=[C:26]([O:25][CH3:24])[CH:31]=[C:30]([O:32][CH3:33])[CH:29]=2)[OH:42])[CH:43]=[CH:44][C:45]=1[N+:46]([O-:48])=[O:47]. The yield is 0.730. (6) The reactants are Br[C:2]1[CH:3]=[C:4]2[C:9](=[CH:10][C:11]=1[O:12][CH3:13])[N:8]=[C:7]([C:14]1[CH:19]=[CH:18][CH:17]=[C:16]([C:20]([F:23])([F:22])[F:21])[CH:15]=1)[C:6]([CH3:24])=[C:5]2[C:25]([O:27][CH3:28])=[O:26].[CH:29]([S:32]([O-:34])=[O:33])([CH3:31])[CH3:30].[Na+].IC. The catalyst is CS(C)=O.C(Cl)Cl.O.[Cu]I. The product is [CH3:24][C:6]1[C:7]([C:14]2[CH:19]=[CH:18][CH:17]=[C:16]([C:20]([F:22])([F:21])[F:23])[CH:15]=2)=[N:8][C:9]2[C:4]([C:5]=1[C:25]([O:27][CH3:28])=[O:26])=[CH:3][C:2]([S:32]([CH:29]([CH3:31])[CH3:30])(=[O:34])=[O:33])=[C:11]([O:12][CH3:13])[CH:10]=2. The yield is 0.900. (7) The reactants are FC(F)(F)C(O)=O.[F:8][CH:9]([F:42])[C:10]1[CH:11]=[CH:12][C:13]([O:16][C:17]2[CH:18]=[C:19]3[C:24](=[CH:25][CH:26]=2)[N:23]=[C:22]([C:27]([N:29]2[CH2:34][CH2:33][N:32](C(OC(C)(C)C)=O)[CH2:31][CH2:30]2)=[O:28])[CH:21]=[CH:20]3)=[N:14][CH:15]=1. The catalyst is ClCCl. The product is [F:42][CH:9]([F:8])[C:10]1[CH:11]=[CH:12][C:13]([O:16][C:17]2[CH:18]=[C:19]3[C:24](=[CH:25][CH:26]=2)[N:23]=[C:22]([C:27]([N:29]2[CH2:30][CH2:31][NH:32][CH2:33][CH2:34]2)=[O:28])[CH:21]=[CH:20]3)=[N:14][CH:15]=1. The yield is 0.890. (8) The reactants are [CH2:1]([O:8][C:9]1[CH:19]=[C:12]2[C:13](=[O:18])[NH:14][CH2:15][CH2:16][CH2:17][N:11]2[N:10]=1)[C:2]1[CH:7]=[CH:6][CH:5]=[CH:4][CH:3]=1.I[C:21]1[CH:26]=[CH:25][C:24]([F:27])=[CH:23][CH:22]=1.CN(C)CCN. The catalyst is O1CCOCC1.[Cu]I. The product is [CH2:1]([O:8][C:9]1[CH:19]=[C:12]2[C:13](=[O:18])[N:14]([C:21]3[CH:26]=[CH:25][C:24]([F:27])=[CH:23][CH:22]=3)[CH2:15][CH2:16][CH2:17][N:11]2[N:10]=1)[C:2]1[CH:3]=[CH:4][CH:5]=[CH:6][CH:7]=1. The yield is 0.620. (9) The reactants are C(N(C(C)C)CC)(C)C.CN(C)CCCN=C=NCC.[CH3:21][N:22]([CH3:26])[CH2:23][CH2:24][NH2:25].[CH2:27]([O:34][C:35]1[CH:36]=[C:37]([CH:50]=[C:51]([O:53][CH2:54][C:55]2[CH:60]=[CH:59][CH:58]=[CH:57][CH:56]=2)[CH:52]=1)[C:38]([NH:40][C:41]1[CH:49]=[CH:48][C:44]([C:45](O)=[O:46])=[CH:43][N:42]=1)=[O:39])[C:28]1[CH:33]=[CH:32][CH:31]=[CH:30][CH:29]=1. The catalyst is ClCCl. The product is [CH2:54]([O:53][C:51]1[CH:50]=[C:37]([CH:36]=[C:35]([O:34][CH2:27][C:28]2[CH:33]=[CH:32][CH:31]=[CH:30][CH:29]=2)[CH:52]=1)[C:38]([NH:40][C:41]1[CH:49]=[CH:48][C:44]([C:45]([NH:25][CH2:24][CH2:23][N:22]([CH3:26])[CH3:21])=[O:46])=[CH:43][N:42]=1)=[O:39])[C:55]1[CH:56]=[CH:57][CH:58]=[CH:59][CH:60]=1. The yield is 0.250.